This data is from CYP2D6 inhibition data for predicting drug metabolism from PubChem BioAssay. The task is: Regression/Classification. Given a drug SMILES string, predict its absorption, distribution, metabolism, or excretion properties. Task type varies by dataset: regression for continuous measurements (e.g., permeability, clearance, half-life) or binary classification for categorical outcomes (e.g., BBB penetration, CYP inhibition). Dataset: cyp2d6_veith. (1) The result is 0 (non-inhibitor). The compound is CCCn1nc(Oc2nc(NCC)nc(NC(C)C)n2)ccc1=O. (2) The compound is CC[n+]1c(/C=C/Nc2ccccc2)oc2ccccc21.[I-]. The result is 1 (inhibitor). (3) The molecule is Cc1nnc(NC(=O)c2cccc(NC(=O)C(C)C)c2)s1. The result is 0 (non-inhibitor). (4) The drug is Cc1cc(CSc2ccccc2)ccc1NC(=O)COc1ccccc1. The result is 0 (non-inhibitor). (5) The molecule is COc1ccc(C(=O)/C=C2/c3ccccc3CC(C)(C)N2C)cc1. The result is 1 (inhibitor).